This data is from Forward reaction prediction with 1.9M reactions from USPTO patents (1976-2016). The task is: Predict the product of the given reaction. (1) Given the reactants FC1(C(O)=O)CCC(=CC2C(C)(C)[C@H]3[C@](C)(CC=2)[C@@H]2[C@](C)([C@@]4(C)[C@H](CC2)[C@H]2[C@H](C(C)=C)CC[C@]2(NCCN2CCC(S(C)(=O)=O)CC2)CC4)CC3)CC1.[CH3:54][C@:55]12[C@@:72]3([CH3:73])[C@@H:63]([C@:64]4([CH3:84])[C@@H:69]([CH2:70][CH2:71]3)[C:68]([CH3:75])([CH3:74])[C:67]([CH:76]=[CH:77][CH:78]=[CH:79][C:80]([O:82]C)=[O:81])=[CH:66][CH2:65]4)[CH2:62][CH2:61][C@@H:60]1[C@H:59]1[C@H:85]([C:88]([CH3:90])=[CH2:89])[CH2:86][CH2:87][C@:58]1([NH:91][CH2:92][CH2:93][N:94]1[CH2:99][CH2:98][CH:97]([S:100]([CH3:103])(=[O:102])=[O:101])[CH2:96][CH2:95]1)[CH2:57][CH2:56]2, predict the reaction product. The product is: [CH3:54][C@:55]12[C@@:72]3([CH3:73])[C@@H:63]([C@:64]4([CH3:84])[C@@H:69]([CH2:70][CH2:71]3)[C:68]([CH3:74])([CH3:75])[C:67]([CH:76]=[CH:77][CH:78]=[CH:79][C:80]([OH:82])=[O:81])=[CH:66][CH2:65]4)[CH2:62][CH2:61][C@@H:60]1[C@H:59]1[C@H:85]([C:88]([CH3:90])=[CH2:89])[CH2:86][CH2:87][C@:58]1([NH:91][CH2:92][CH2:93][N:94]1[CH2:95][CH2:96][CH:97]([S:100]([CH3:103])(=[O:101])=[O:102])[CH2:98][CH2:99]1)[CH2:57][CH2:56]2. (2) Given the reactants [Cl:1][C:2]1[CH:10]=[C:9]2[C:5]([CH:6]=[CH:7][NH:8]2)=[CH:4][C:3]=1B1OCC(C)(C)CO1.[C:19](=O)([O-])[O-:20].[K+].[K+].Br[C:26]1[CH:27]=[N:28][C:29]([N:32]2[CH2:37][CH2:36][O:35][CH2:34][CH2:33]2)=[N:30][CH:31]=1, predict the reaction product. The product is: [Cl:1][C:2]1[CH:10]=[C:9]2[C:5]([C:6]([CH:19]=[O:20])=[CH:7][NH:8]2)=[CH:4][C:3]=1[C:26]1[CH:27]=[N:28][C:29]([N:32]2[CH2:37][CH2:36][O:35][CH2:34][CH2:33]2)=[N:30][CH:31]=1.